From a dataset of Reaction yield outcomes from USPTO patents with 853,638 reactions. Predict the reaction yield, written as a fraction of the theoretical maximum amount of product (1.0 means a 100% yield; for example, 0.34 means a 34% yield). The reactants are Cl[C:2]1[C:7]([N+:8]([O-:10])=[O:9])=[CH:6][N:5]=[C:4]2[N:11]([S:14]([C:17]3[CH:22]=[CH:21][CH:20]=[CH:19][CH:18]=3)(=[O:16])=[O:15])[CH:12]=[CH:13][C:3]=12.[NH:23]1[CH2:28][CH2:27][CH2:26][C@H:25]([NH:29][C:30](=[O:36])[O:31][C:32]([CH3:35])([CH3:34])[CH3:33])[CH2:24]1.CCN(C(C)C)C(C)C. The catalyst is C(O)CCC. The product is [N+:8]([C:7]1[C:2]([N:23]2[CH2:28][CH2:27][CH2:26][C@H:25]([NH:29][C:30](=[O:36])[O:31][C:32]([CH3:34])([CH3:33])[CH3:35])[CH2:24]2)=[C:3]2[CH:13]=[CH:12][N:11]([S:14]([C:17]3[CH:22]=[CH:21][CH:20]=[CH:19][CH:18]=3)(=[O:16])=[O:15])[C:4]2=[N:5][CH:6]=1)([O-:10])=[O:9]. The yield is 0.680.